From a dataset of Reaction yield outcomes from USPTO patents with 853,638 reactions. Predict the reaction yield, written as a fraction of the theoretical maximum amount of product (1.0 means a 100% yield; for example, 0.34 means a 34% yield). (1) The product is [NH:87]1[C:91]([CH2:92][C:93]([NH:1][C@:2]23[CH2:37][CH2:36][C@@H:35]([C:38]([CH3:40])=[CH2:39])[C@@H:3]2[C@@H:4]2[C@@:17]([CH3:20])([CH2:18][CH2:19]3)[C@@:16]3([CH3:21])[C@@H:7]([C@:8]4([CH3:34])[C@@H:13]([CH2:14][CH2:15]3)[C:12]([CH3:23])([CH3:22])[C:11]([C:24]3[CH:25]=[CH:26][C:27]([C:28]([OH:30])=[O:29])=[CH:32][CH:33]=3)=[CH:10][CH2:9]4)[CH2:6][CH2:5]2)=[O:95])=[N:90][N:89]=[N:88]1. No catalyst specified. The yield is 0.0800. The reactants are [NH2:1][C@:2]12[CH2:37][CH2:36][C@@H:35]([C:38]([CH3:40])=[CH2:39])[C@@H:3]1[C@@H:4]1[C@@:17]([CH3:20])([CH2:18][CH2:19]2)[C@@:16]2([CH3:21])[C@@H:7]([C@:8]3([CH3:34])[C@@H:13]([CH2:14][CH2:15]2)[C:12]([CH3:23])([CH3:22])[C:11]([C:24]2[CH:33]=[CH:32][C:27]([C:28]([O:30]C)=[O:29])=[CH:26][CH:25]=2)=[CH:10][CH2:9]3)[CH2:6][CH2:5]1.CN(C)CCC(N[C@]12CC[C@@H](C(C)=C)[C@@H]1[C@@H]1[C@@](C)(CC2)[C@@]2(C)[C@@H]([C@]3(C)[C@@H](CC2)C(C)(C)C(C2C=CC(C(O)=O)=CC=2)=CC3)CC1)=O.[NH:87]1[C:91]([CH2:92][C:93]([OH:95])=O)=[N:90][N:89]=[N:88]1. (2) The reactants are [C:1]([C:4]1[C:9]([C:10]2[CH:15]=[CH:14][CH:13]=[CH:12][CH:11]=2)=[N:8][N:7]([CH2:16][CH3:17])[C:6](=[O:18])[C:5]=1[N+:19]([O-])=O)(=[O:3])[CH3:2].N[C:23]1[C:28]([CH3:29])=[CH:27][CH:26]=[CH:25][N:24]=1. The catalyst is C(O)C. The product is [C:1]([C:4]1[C:9]([C:10]2[CH:15]=[CH:14][CH:13]=[CH:12][CH:11]=2)=[N:8][N:7]([CH2:16][CH3:17])[C:6](=[O:18])[C:5]=1[NH:19][C:23]1[C:28]([CH3:29])=[CH:27][CH:26]=[CH:25][N:24]=1)(=[O:3])[CH3:2]. The yield is 0.270. (3) The reactants are N[C:2]1[CH:11]=[C:10]([Br:12])[CH:9]=[CH:8][C:3]=1[C:4](OC)=[O:5].N([O-])=O.[Na+].[S:17](=[O:19])=[O:18].[OH-].[NH4+:21]. The catalyst is Cl.O.O1CCCC1.[Cu]Cl. The product is [Br:12][C:10]1[CH:9]=[CH:8][C:3]2[C:4](=[O:5])[NH:21][S:17](=[O:19])(=[O:18])[C:2]=2[CH:11]=1. The yield is 0.100. (4) The reactants are [CH2:1]([C:13]1[CH:14]=[C:15]([C:18]2[C:23]3=[N:24][S:25][N:26]=[C:22]3[C:21](Br)=[C:20]([Cl:28])[C:19]=2[Cl:29])[S:16][CH:17]=1)[CH2:2][CH2:3][CH2:4][CH2:5][CH2:6][CH2:7][CH2:8][CH2:9][CH2:10][CH2:11][CH3:12].[CH2:30]([C:42]1[CH:43]=[C:44]([Sn](C)(C)C)[S:45][CH:46]=1)[CH2:31][CH2:32][CH2:33][CH2:34][CH2:35][CH2:36][CH2:37][CH2:38][CH2:39][CH2:40][CH3:41]. The catalyst is Cl[Pd](Cl)([P](C1C=CC=CC=1)(C1C=CC=CC=1)C1C=CC=CC=1)[P](C1C=CC=CC=1)(C1C=CC=CC=1)C1C=CC=CC=1.ClC1C=CC=CC=1. The product is [CH2:1]([C:13]1[CH:14]=[C:15]([C:18]2[C:23]3=[N:24][S:25][N:26]=[C:22]3[C:21]([C:44]3[S:45][CH:46]=[C:42]([CH2:30][CH2:31][CH2:32][CH2:33][CH2:34][CH2:35][CH2:36][CH2:37][CH2:38][CH2:39][CH2:40][CH3:41])[CH:43]=3)=[C:20]([Cl:28])[C:19]=2[Cl:29])[S:16][CH:17]=1)[CH2:2][CH2:3][CH2:4][CH2:5][CH2:6][CH2:7][CH2:8][CH2:9][CH2:10][CH2:11][CH3:12]. The yield is 0.928.